Dataset: Forward reaction prediction with 1.9M reactions from USPTO patents (1976-2016). Task: Predict the product of the given reaction. (1) Given the reactants [Br:1][CH2:2][CH2:3][OH:4].[N:5]1[CH:10]=[CH:9][CH:8]=[CH:7][CH:6]=1, predict the reaction product. The product is: [Br-:1].[OH:4][CH2:3][CH2:2][N+:5]1[CH:10]=[CH:9][CH:8]=[CH:7][CH:6]=1. (2) Given the reactants [F:1][C:2]([F:14])([F:13])[C:3]1[CH:4]=[C:5]([CH2:9][C:10]([OH:12])=O)[CH:6]=[CH:7][CH:8]=1.C(Cl)(=O)C(Cl)=O.[Br:21][C:22]1[CH:28]=[CH:27][CH:26]=[C:25]([Br:29])[C:23]=1[NH2:24].C(N(C(C)C)C(C)C)C.C(=O)(O)[O-].[Na+], predict the reaction product. The product is: [Br:21][C:22]1[CH:28]=[CH:27][CH:26]=[C:25]([Br:29])[C:23]=1[NH:24][C:10](=[O:12])[CH2:9][C:5]1[CH:6]=[CH:7][CH:8]=[C:3]([C:2]([F:1])([F:14])[F:13])[CH:4]=1.